Dataset: Full USPTO retrosynthesis dataset with 1.9M reactions from patents (1976-2016). Task: Predict the reactants needed to synthesize the given product. (1) Given the product [F:19][C:9]1[CH:10]=[CH:11][C:12]([C:14]2[NH:15][N:16]=[N:17][N:18]=2)=[CH:13][C:8]=1[NH:7][CH2:6][C:5]1[N:46]([S:43]([C:37]2[CH:42]=[CH:41][CH:40]=[CH:39][CH:38]=2)(=[O:45])=[O:44])[CH:22]=[CH:21][CH:20]=1, predict the reactants needed to synthesize it. The reactants are: C(C1C=[C:5]([CH:20]=[CH:21][CH:22]=1)[CH2:6][NH:7][C:8]1[CH:13]=[C:12]([C:14]2[NH:18][N:17]=[N:16][N:15]=2)[CH:11]=[CH:10][C:9]=1[F:19])#C.Cl.FC1C=CC(C2NN=NN=2)=CC=1N.[C:37]1([S:43]([N:46]2C=CC=C2C=O)(=[O:45])=[O:44])[CH:42]=[CH:41][CH:40]=[CH:39][CH:38]=1. (2) Given the product [NH:19]1[C:27]2[C:22](=[C:23]([C:28]3[CH:36]=[C:35]4[C:31]([CH:32]=[N:33][NH:34]4)=[C:30]([NH:37][C:7]([C:6]4[N:2]([CH3:1])[N:3]=[CH:4][C:5]=4[CH3:10])=[O:8])[CH:29]=3)[CH:24]=[CH:25][CH:26]=2)[CH:21]=[CH:20]1, predict the reactants needed to synthesize it. The reactants are: [CH3:1][N:2]1[C:6]([C:7](O)=[O:8])=[C:5]([CH3:10])[CH:4]=[N:3]1.ClC(N(C)C)=C(C)C.[NH:19]1[C:27]2[C:22](=[C:23]([C:28]3[CH:29]=[C:30]([NH2:37])[C:31]4[CH:32]=[N:33][NH:34][C:35]=4[CH:36]=3)[CH:24]=[CH:25][CH:26]=2)[CH:21]=[CH:20]1.C(N(CC)CC)C.